From a dataset of Catalyst prediction with 721,799 reactions and 888 catalyst types from USPTO. Predict which catalyst facilitates the given reaction. (1) Reactant: [O:1]1[C:5]2[CH:6]=[CH:7][CH:8]=[CH:9][C:4]=2[C:3]([C:10]([OH:12])=O)=[N:2]1.Cl.[CH3:14][NH:15][O:16][CH3:17].N1C=CC=CC=1. Product: [CH3:17][O:16][N:15]([CH3:14])[C:10]([C:3]1[C:4]2[CH:9]=[CH:8][CH:7]=[CH:6][C:5]=2[O:1][N:2]=1)=[O:12]. The catalyst class is: 7. (2) Reactant: C([O:3][C:4](=[O:27])[CH2:5][O:6][CH2:7][C:8]1[CH:9]=[N:10][CH:11]=[C:12]([C:14]2[CH:15]=[N:16][C:17]3[N:18]([C:24](=[O:26])[NH2:25])[CH2:19][CH2:20][CH2:21][C:22]=3[CH:23]=2)[CH:13]=1)C.[Li+].[OH-].CCO. Product: [C:24]([N:18]1[C:17]2[N:16]=[CH:15][C:14]([C:12]3[CH:13]=[C:8]([CH2:7][O:6][CH2:5][C:4]([OH:27])=[O:3])[CH:9]=[N:10][CH:11]=3)=[CH:23][C:22]=2[CH2:21][CH2:20][CH2:19]1)(=[O:26])[NH2:25]. The catalyst class is: 6.